Dataset: Forward reaction prediction with 1.9M reactions from USPTO patents (1976-2016). Task: Predict the product of the given reaction. (1) The product is: [O:1]=[C:2]([NH:21][C:22]1[CH:27]=[CH:26][C:25]([O:28][C:29]2[CH:30]=[CH:31][CH:32]=[CH:33][CH:34]=2)=[CH:24][CH:23]=1)[CH2:3][N:4]1[CH2:9][CH2:8][CH:7]([NH:10][C:11]2[CH:20]=[CH:19][C:14]([C:15]([OH:17])=[O:16])=[CH:13][CH:12]=2)[CH2:6][CH2:5]1. Given the reactants [O:1]=[C:2]([NH:21][C:22]1[CH:27]=[CH:26][C:25]([O:28][C:29]2[CH:34]=[CH:33][CH:32]=[CH:31][CH:30]=2)=[CH:24][CH:23]=1)[CH2:3][N:4]1[CH2:9][CH2:8][CH:7]([NH:10][C:11]2[CH:20]=[CH:19][C:14]([C:15]([O:17]C)=[O:16])=[CH:13][CH:12]=2)[CH2:6][CH2:5]1.[OH-].[Na+], predict the reaction product. (2) Given the reactants C[O:2][C:3]([C:5]1[S:6][C:7]([C:30]2[CH2:35][CH2:34][CH2:33][CH2:32][CH:31]=2)=[CH:8][C:9]=1[N:10]([CH:20]1[CH2:25][CH2:24][N:23]([CH2:26][CH:27]([F:29])[F:28])[CH2:22][CH2:21]1)[C:11]([C@H:13]1[CH2:18][CH2:17][C@H:16]([CH3:19])[CH2:15][CH2:14]1)=[O:12])=[O:4].[Li+].[OH-].O, predict the reaction product. The product is: [C:30]1([C:7]2[S:6][C:5]([C:3]([OH:4])=[O:2])=[C:9]([N:10]([CH:20]3[CH2:21][CH2:22][N:23]([CH2:26][CH:27]([F:28])[F:29])[CH2:24][CH2:25]3)[C:11]([C@H:13]3[CH2:14][CH2:15][C@H:16]([CH3:19])[CH2:17][CH2:18]3)=[O:12])[CH:8]=2)[CH2:35][CH2:34][CH2:33][CH2:32][CH:31]=1. (3) Given the reactants [C:1]12([C:11](=[O:20])[CH2:12][S:13][C:14]3[S:15][C:16]([NH2:19])=[N:17][N:18]=3)[CH2:10][CH:5]3[CH2:6][CH:7]([CH2:9][CH:3]([CH2:4]3)[CH2:2]1)[CH2:8]2.[CH3:21][C:22](O)=[O:23], predict the reaction product. The product is: [C:1]12([C:11](=[O:20])[CH2:12][S:13][C:14]3[S:15][C:16]([NH:19][C:22](=[O:23])[CH3:21])=[N:17][N:18]=3)[CH2:10][CH:5]3[CH2:4][CH:3]([CH2:9][CH:7]([CH2:6]3)[CH2:8]1)[CH2:2]2.